This data is from NCI-60 drug combinations with 297,098 pairs across 59 cell lines. The task is: Regression. Given two drug SMILES strings and cell line genomic features, predict the synergy score measuring deviation from expected non-interaction effect. (1) Drug 1: C1CCC(C1)C(CC#N)N2C=C(C=N2)C3=C4C=CNC4=NC=N3. Drug 2: CN(CCCl)CCCl.Cl. Cell line: HL-60(TB). Synergy scores: CSS=10.3, Synergy_ZIP=7.58, Synergy_Bliss=0.0710, Synergy_Loewe=-47.8, Synergy_HSA=-9.03. (2) Drug 1: C1=CC=C(C=C1)NC(=O)CCCCCCC(=O)NO. Drug 2: CS(=O)(=O)CCNCC1=CC=C(O1)C2=CC3=C(C=C2)N=CN=C3NC4=CC(=C(C=C4)OCC5=CC(=CC=C5)F)Cl. Cell line: OVCAR3. Synergy scores: CSS=54.4, Synergy_ZIP=-2.46, Synergy_Bliss=1.44, Synergy_Loewe=1.88, Synergy_HSA=4.61.